From a dataset of Catalyst prediction with 721,799 reactions and 888 catalyst types from USPTO. Predict which catalyst facilitates the given reaction. Reactant: [Cl:1][CH2:2][CH2:3][N:4]1[C:8]2=[N:9][C:10]([C:14]([F:23])([F:22])[C:15]3[CH:20]=[CH:19][C:18]([F:21])=[CH:17][CH:16]=3)=[N:11][C:12](O)=[C:7]2[CH:6]=[N:5]1.CCN(C(C)C)C(C)C.P(Cl)(Cl)(Cl)=O.[CH3:38][C:39]1[NH:43][N:42]=[C:41]([NH2:44])[CH:40]=1. Product: [Cl:1][CH2:2][CH2:3][N:4]1[C:8]2=[N:9][C:10]([C:14]([F:23])([F:22])[C:15]3[CH:20]=[CH:19][C:18]([F:21])=[CH:17][CH:16]=3)=[N:11][C:12]([NH:44][C:41]3[CH:40]=[C:39]([CH3:38])[NH:43][N:42]=3)=[C:7]2[CH:6]=[N:5]1. The catalyst class is: 303.